From a dataset of Forward reaction prediction with 1.9M reactions from USPTO patents (1976-2016). Predict the product of the given reaction. The product is: [Br:1][C:2]1[CH:3]=[C:4]2[C:9](=[CH:10][CH:11]=1)[N:8]=[CH:7][C:6]([C:12](=[O:16])[CH2:13][CH2:14][CH3:15])=[C:5]2[NH:18][C@H:19]1[CH2:24][CH2:23][C@H:22]([NH:25][C:26](=[O:32])[O:27][C:28]([CH3:30])([CH3:29])[CH3:31])[CH2:21][CH2:20]1. Given the reactants [Br:1][C:2]1[CH:3]=[C:4]2[C:9](=[CH:10][CH:11]=1)[N:8]=[CH:7][C:6]([C:12](=[O:16])[CH2:13][CH2:14][CH3:15])=[C:5]2Cl.[NH2:18][C@H:19]1[CH2:24][CH2:23][C@H:22]([NH:25][C:26](=[O:32])[O:27][C:28]([CH3:31])([CH3:30])[CH3:29])[CH2:21][CH2:20]1, predict the reaction product.